Task: Predict the reactants needed to synthesize the given product.. Dataset: Full USPTO retrosynthesis dataset with 1.9M reactions from patents (1976-2016) (1) Given the product [NH2:7][C:8]1[N:9]=[C:10]([C:25]2[CH:30]=[CH:29][CH:28]=[CH:27][CH:26]=2)[C:11]([C:15]2[CH:16]=[CH:17][C:18](=[O:24])[N:19]([CH:21]([CH3:23])[CH3:22])[N:20]=2)=[N:12][C:13]=1[C:31]1[CH:36]=[CH:35][CH:34]=[CH:33][CH:32]=1, predict the reactants needed to synthesize it. The reactants are: C([O-])([O-])=O.[Na+].[Na+].[NH2:7][C:8]1[N:9]=[C:10]([C:25]2[CH:30]=[CH:29][CH:28]=[CH:27][CH:26]=2)[C:11]([C:15]2[CH:16]=[CH:17][C:18](=[O:24])[N:19]([CH:21]([CH3:23])[CH3:22])[N:20]=2)=[N:12][C:13]=1Br.[C:31]1(B(O)O)[CH:36]=[CH:35][CH:34]=[CH:33][CH:32]=1. (2) Given the product [F:1][C:2]1[CH:3]=[C:4]([N+:9]([O-:11])=[O:10])[CH:5]=[CH:6][C:7]=1[S:13]([CH3:12])(=[O:15])=[O:14], predict the reactants needed to synthesize it. The reactants are: [F:1][C:2]1[CH:3]=[C:4]([N+:9]([O-:11])=[O:10])[CH:5]=[CH:6][C:7]=1F.[CH3:12][S:13]([O-:15])=[O:14].[Na+]. (3) Given the product [SH:4][CH2:5][CH2:6][N:7]([CH2:22][CH2:23][C:24]1[CH:25]=[CH:26][CH:27]=[CH:28][CH:29]=1)[C:8](=[O:21])[NH:9][C@@H:10]([CH3:20])[C:11]([N:13]1[CH2:14][CH2:15][N:16]([CH3:19])[CH2:17][CH2:18]1)=[O:12], predict the reactants needed to synthesize it. The reactants are: C([S:4][CH2:5][CH2:6][N:7]([CH2:22][CH2:23][C:24]1[CH:29]=[CH:28][CH:27]=[CH:26][CH:25]=1)[C:8](=[O:21])[NH:9][C@@H:10]([CH3:20])[C:11]([N:13]1[CH2:18][CH2:17][N:16]([CH3:19])[CH2:15][CH2:14]1)=[O:12])(=O)C.[OH-].[Na+].C(O)(=O)CC(CC(O)=O)(C(O)=O)O. (4) Given the product [CH3:19][O:20][C:21](=[O:60])[CH2:22][C:23]1[CH:24]=[CH:25][C:26]([C:29]2[CH:34]=[CH:33][C:32]([C:35]([CH2:36][CH3:37])([C:38]3[CH:43]=[CH:42][C:41]([C:44]#[C:45][C:46]([CH2:54][CH3:55])([OH:49])[CH2:47][CH3:48])=[C:40]([CH3:56])[CH:39]=3)[CH2:57][CH3:58])=[CH:31][C:30]=2[CH3:59])=[CH:27][CH:28]=1, predict the reactants needed to synthesize it. The reactants are: [F-].C([N+](CCCC)(CCCC)CCCC)CCC.[CH3:19][O:20][C:21](=[O:60])[CH2:22][C:23]1[CH:28]=[CH:27][C:26]([C:29]2[CH:34]=[CH:33][C:32]([C:35]([CH2:57][CH3:58])([C:38]3[CH:43]=[CH:42][C:41]([C:44]#[C:45][C:46]([CH2:54][CH3:55])([O:49][Si](C)(C)C)[CH2:47][CH3:48])=[C:40]([CH3:56])[CH:39]=3)[CH2:36][CH3:37])=[CH:31][C:30]=2[CH3:59])=[CH:25][CH:24]=1.